From a dataset of Forward reaction prediction with 1.9M reactions from USPTO patents (1976-2016). Predict the product of the given reaction. (1) The product is: [Br:8][C:9]1[CH:28]=[C:27]([F:29])[CH:26]=[CH:25][C:10]=1[O:11][CH:12]1[CH2:13][CH2:14][NH:15][CH2:16][CH2:17]1. Given the reactants C(O)(C(F)(F)F)=O.[Br:8][C:9]1[CH:28]=[C:27]([F:29])[CH:26]=[CH:25][C:10]=1[O:11][CH:12]1[CH2:17][CH2:16][N:15](C(OC(C)(C)C)=O)[CH2:14][CH2:13]1, predict the reaction product. (2) Given the reactants Br[C:2]1[CH:3]=[N:4][C:5]([C:8]2[CH:13]=[CH:12][CH:11]=[CH:10][N:9]=2)=[N:6][CH:7]=1.B([C:17]1[C:18]2[C:23]([CH:24]=[C:25]3[C:30]=1[CH:29]=[CH:28][CH:27]=[CH:26]3)=[CH:22][CH:21]=[CH:20][CH:19]=2)(O)O.ClCCl, predict the reaction product. The product is: [CH:19]1[C:18]2[C:23](=[CH:24][C:25]3[C:30]([C:17]=2[C:2]2[CH:3]=[N:4][C:5]([C:8]4[CH:13]=[CH:12][CH:11]=[CH:10][N:9]=4)=[N:6][CH:7]=2)=[CH:29][CH:28]=[CH:27][CH:26]=3)[CH:22]=[CH:21][CH:20]=1. (3) Given the reactants C([O:8][CH2:9][CH:10]([NH:19][C:20](=[O:26])[O:21][C:22]([CH3:25])([CH3:24])[CH3:23])[C:11]([N:13]1[CH2:18][CH2:17][O:16][CH2:15][CH2:14]1)=[O:12])C1C=CC=CC=1.CC(O)=O, predict the reaction product. The product is: [OH:8][CH2:9][CH:10]([NH:19][C:20](=[O:26])[O:21][C:22]([CH3:24])([CH3:23])[CH3:25])[C:11]([N:13]1[CH2:18][CH2:17][O:16][CH2:15][CH2:14]1)=[O:12]. (4) The product is: [N:1]1([C:6]2[CH:7]=[C:8]([CH2:9][OH:10])[CH:13]=[CH:14][N:15]=2)[CH:5]=[CH:4][CH:3]=[N:2]1. Given the reactants [N:1]1([C:6]2[CH:7]=[C:8]([CH:13]=[CH:14][N:15]=2)[C:9](OC)=[O:10])[CH:5]=[CH:4][CH:3]=[N:2]1.[BH4-].[Na+], predict the reaction product. (5) Given the reactants Cl[CH2:2][CH2:3][C:4]([NH:6][C:7]1[CH:12]=[CH:11][CH:10]=[CH:9][CH:8]=1)=[O:5].[Cl-].[Al+3].[Cl-].[Cl-], predict the reaction product. The product is: [NH:6]1[C:7]2[C:12](=[CH:11][CH:10]=[CH:9][CH:8]=2)[CH2:2][CH2:3][C:4]1=[O:5]. (6) Given the reactants [CH3:1][O:2][C:3]1[CH:12]=[C:11]2[C:6]([CH:7]=[CH:8][C:9](O)=[CH:10]2)=[CH:5][CH:4]=1.[Br:14][C:15]1[CH:22]=[CH:21][C:20]([O:23][CH3:24])=[CH:19][C:16]=1[CH2:17][OH:18].C1(P(C2C=CC=CC=2)C2C=CC=CC=2)C=CC=CC=1.CCOC(/N=N/C(OCC)=O)=O, predict the reaction product. The product is: [Br:14][C:15]1[CH:22]=[CH:21][C:20]([O:23][CH3:24])=[CH:19][C:16]=1[CH2:17][O:18][C:9]1[CH:8]=[CH:7][C:6]2[C:11](=[CH:12][C:3]([O:2][CH3:1])=[CH:4][CH:5]=2)[CH:10]=1. (7) The product is: [CH2:16]([O:12][CH:11]1[CH2:10][CH2:9][C:4]2([O:5][CH2:6][CH2:7][O:8]2)[CH2:3][C:2]1([CH3:13])[CH3:1])[C:17]1[CH:22]=[CH:21][CH:20]=[CH:19][CH:18]=1. Given the reactants [CH3:1][C:2]1([CH3:13])[CH:11]([OH:12])[CH2:10][CH2:9][C:4]2([O:8][CH2:7][CH2:6][O:5]2)[CH2:3]1.[H-].[Na+].[CH2:16](Br)[C:17]1[CH:22]=[CH:21][CH:20]=[CH:19][CH:18]=1, predict the reaction product. (8) Given the reactants [C:1]([O:4][C@H:5]([C:43]1[CH:48]=[CH:47][C:46]([F:49])=[CH:45][CH:44]=1)[CH2:6][CH2:7][C@H:8]1[C:11](=[O:12])[N:10]([C:13]2[CH:18]=[CH:17][C:16]([O:19][S:20]([C:23]([F:26])([F:25])[F:24])(=[O:22])=[O:21])=[CH:15][CH:14]=2)[C@@H:9]1[C:27]1[CH:32]=[CH:31][C:30]([CH:33]=[CH2:34])=[CH:29][C:28]=1[O:35][CH2:36][C:37]1[CH:42]=[CH:41][CH:40]=[CH:39][CH:38]=1)(=[O:3])[CH3:2].[CH3:50][C:51]1([CH3:66])[O:56][CH2:55][C:54]([C:58]2[CH:63]=[CH:62][C:61](C=C)=[CH:60][CH:59]=2)([OH:57])[CH2:53][O:52]1, predict the reaction product. The product is: [C:1]([O:4][C@H:5]([C:43]1[CH:44]=[CH:45][C:46]([F:49])=[CH:47][CH:48]=1)[CH2:6][CH2:7][C@H:8]1[C:11](=[O:12])[N:10]([C:13]2[CH:18]=[CH:17][C:16]([O:19][S:20]([C:23]([F:25])([F:26])[F:24])(=[O:21])=[O:22])=[CH:15][CH:14]=2)[C@@H:9]1[C:27]1[CH:32]=[CH:31][C:30](/[CH:33]=[CH:34]/[C:61]2[CH:60]=[CH:59][C:58]([C:54]3([OH:57])[CH2:55][O:56][C:51]([CH3:50])([CH3:66])[O:52][CH2:53]3)=[CH:63][CH:62]=2)=[CH:29][C:28]=1[O:35][CH2:36][C:37]1[CH:42]=[CH:41][CH:40]=[CH:39][CH:38]=1)(=[O:3])[CH3:2].